Predict which catalyst facilitates the given reaction. From a dataset of Catalyst prediction with 721,799 reactions and 888 catalyst types from USPTO. (1) Reactant: [Br:1][C:2]1[N:3]=[C:4]2[C:10]([I:11])=[CH:9][NH:8][C:5]2=[N:6][CH:7]=1.[H-].[Na+].[C:14]1([CH3:24])[CH:19]=[CH:18][C:17]([S:20](Cl)(=[O:22])=[O:21])=[CH:16][CH:15]=1. Product: [Br:1][C:2]1[N:3]=[C:4]2[C:10]([I:11])=[CH:9][N:8]([S:20]([C:17]3[CH:18]=[CH:19][C:14]([CH3:24])=[CH:15][CH:16]=3)(=[O:22])=[O:21])[C:5]2=[N:6][CH:7]=1. The catalyst class is: 1. (2) Reactant: [CH3:1][N:2]1[CH2:7][CH2:6][NH:5][CH2:4][CH2:3]1.C(N(CC)CC)C.[Br:15][C:16]1[CH:17]=[CH:18][C:19]([C:22](Cl)=[O:23])=[N:20][CH:21]=1. Product: [Br:15][C:16]1[CH:17]=[CH:18][C:19]([C:22]([N:5]2[CH2:6][CH2:7][N:2]([CH3:1])[CH2:3][CH2:4]2)=[O:23])=[N:20][CH:21]=1. The catalyst class is: 2. (3) Reactant: [F:1][C:2]1[C:3]([N+:13]([O-])=O)=[C:4]([CH2:8][C:9]([O:11][CH3:12])=[O:10])[CH:5]=[CH:6][CH:7]=1. Product: [NH2:13][C:3]1[C:2]([F:1])=[CH:7][CH:6]=[CH:5][C:4]=1[CH2:8][C:9]([O:11][CH3:12])=[O:10]. The catalyst class is: 99. (4) Reactant: [C:1]([C:9]1[CH:14]=[CH:13][C:12]([CH2:15][C:16]([OH:18])=O)=[CH:11][CH:10]=1)(=[O:8])[C:2]1[CH:7]=[CH:6][CH:5]=[CH:4][CH:3]=1.O=S(Cl)Cl.[CH3:23][O:24][C:25]1[CH:26]=[C:27]([CH2:33][CH2:34][NH2:35])[CH:28]=[CH:29][C:30]=1[O:31][CH3:32].C(N(CC)CC)C. Product: [CH3:23][O:24][C:25]1[CH:26]=[C:27]([CH:28]=[CH:29][C:30]=1[O:31][CH3:32])[CH2:33][CH2:34][NH:35][C:16](=[O:18])[CH2:15][C:12]1[CH:11]=[CH:10][C:9]([C:1](=[O:8])[C:2]2[CH:3]=[CH:4][CH:5]=[CH:6][CH:7]=2)=[CH:14][CH:13]=1. The catalyst class is: 48. (5) Reactant: [C:1]([CH:3]1[CH2:6][N:5]([C:7](=[O:33])[C@H:8]([NH:12][C:13]([C:15]2[C:23]3[C:18](=[N:19][CH:20]=[C:21]([Br:24])[N:22]=3)[N:17](COCC[Si](C)(C)C)[CH:16]=2)=[O:14])[CH:9]2[CH2:11][CH2:10]2)[CH2:4]1)#[N:2].C(O)(C(F)(F)F)=O. Product: [C:1]([CH:3]1[CH2:6][N:5]([C:7](=[O:33])[C@H:8]([NH:12][C:13]([C:15]2[C:23]3[C:18](=[N:19][CH:20]=[C:21]([Br:24])[N:22]=3)[NH:17][CH:16]=2)=[O:14])[CH:9]2[CH2:11][CH2:10]2)[CH2:4]1)#[N:2]. The catalyst class is: 4.